Dataset: NCI-60 drug combinations with 297,098 pairs across 59 cell lines. Task: Regression. Given two drug SMILES strings and cell line genomic features, predict the synergy score measuring deviation from expected non-interaction effect. (1) Drug 1: CC12CCC3C(C1CCC2O)C(CC4=C3C=CC(=C4)O)CCCCCCCCCS(=O)CCCC(C(F)(F)F)(F)F. Drug 2: CNC(=O)C1=NC=CC(=C1)OC2=CC=C(C=C2)NC(=O)NC3=CC(=C(C=C3)Cl)C(F)(F)F. Cell line: SNB-19. Synergy scores: CSS=-2.60, Synergy_ZIP=3.45, Synergy_Bliss=1.85, Synergy_Loewe=-5.43, Synergy_HSA=-4.50. (2) Drug 1: CC1=C(C=C(C=C1)NC(=O)C2=CC=C(C=C2)CN3CCN(CC3)C)NC4=NC=CC(=N4)C5=CN=CC=C5. Drug 2: CC12CCC3C(C1CCC2OP(=O)(O)O)CCC4=C3C=CC(=C4)OC(=O)N(CCCl)CCCl.[Na+]. Cell line: T-47D. Synergy scores: CSS=2.48, Synergy_ZIP=-2.54, Synergy_Bliss=-4.35, Synergy_Loewe=-6.79, Synergy_HSA=-4.67.